This data is from Reaction yield outcomes from USPTO patents with 853,638 reactions. The task is: Predict the reaction yield, written as a fraction of the theoretical maximum amount of product (1.0 means a 100% yield; for example, 0.34 means a 34% yield). (1) The reactants are Cl[C:2]1[C:3]2[C:10](=[CH:11][C:12]3[NH:13][CH:14]=[N:15][C:16]=3[CH3:17])[C:9](=[O:18])[NH:8][C:4]=2[N:5]=[CH:6][N:7]=1.[Cl:19][C:20]1[CH:21]=[C:22]([NH2:27])[CH:23]=[CH:24][C:25]=1[F:26]. No catalyst specified. The product is [Cl:19][C:20]1[CH:21]=[C:22]([NH:27][C:2]2[C:3]3[C:10](=[CH:11][C:12]4[NH:13][CH:14]=[N:15][C:16]=4[CH3:17])[C:9](=[O:18])[NH:8][C:4]=3[N:5]=[CH:6][N:7]=2)[CH:23]=[CH:24][C:25]=1[F:26]. The yield is 0.230. (2) The reactants are CCN(C(C)C)C(C)C.[F:10][C:11]([F:27])([F:26])[C:12]1[CH:17]=[CH:16][CH:15]=[CH:14][C:13]=1[C:18]1[NH:22][N:21]=[C:20]([C:23]([OH:25])=O)[CH:19]=1.C1C=CC2N(O)N=NC=2C=1.CCN=C=NCCCN(C)C.Cl.[NH2:50][CH2:51][C:52]([N:54]1[CH2:59][CH2:58][N:57]([C:60](=[O:72])[C:61]2[CH:66]=[C:65]([F:67])[CH:64]=[CH:63][C:62]=2[C:68]([F:71])([F:70])[F:69])[CH2:56][CH2:55]1)=[O:53]. The catalyst is CN(C=O)C.O. The product is [F:67][C:65]1[CH:64]=[CH:63][C:62]([C:68]([F:70])([F:69])[F:71])=[C:61]([CH:66]=1)[C:60]([N:57]1[CH2:58][CH2:59][N:54]([C:52](=[O:53])[CH2:51][NH:50][C:23]([C:20]2[CH:19]=[C:18]([C:13]3[CH:14]=[CH:15][CH:16]=[CH:17][C:12]=3[C:11]([F:10])([F:27])[F:26])[NH:22][N:21]=2)=[O:25])[CH2:55][CH2:56]1)=[O:72]. The yield is 0.368. (3) The reactants are [CH3:1][O:2][CH2:3][CH:4]([NH2:6])[CH3:5].Cl[C:8]1[C:17]2[C:12](=[CH:13][C:14]([C:20]3[C:21]([CH3:26])=[N:22][O:23][C:24]=3[CH3:25])=[C:15]([O:18][CH3:19])[CH:16]=2)[N:11]=[CH:10][C:9]=1[N+:27]([O-:29])=[O:28].C(N(CC)CC)C. The catalyst is CN1C(=O)CCC1.O. The product is [CH3:26][C:21]1[C:20]([C:14]2[CH:13]=[C:12]3[C:17]([C:8]([NH:6][CH:4]([CH3:5])[CH2:3][O:2][CH3:1])=[C:9]([N+:27]([O-:29])=[O:28])[CH:10]=[N:11]3)=[CH:16][C:15]=2[O:18][CH3:19])=[C:24]([CH3:25])[O:23][N:22]=1. The yield is 0.930. (4) The reactants are [H-].[Al+3].[Li+].[H-].[H-].[H-].[C:7]([N:15]1[CH2:28][CH2:27][C:26]2[C:25]3[C:24]([C:29]4[CH:34]=[CH:33][CH:32]=[CH:31][C:30]=4[F:35])=[CH:23][CH:22]=[CH:21][C:20]=3[NH:19][C:18]=2[CH2:17][CH2:16]1)(=O)[C:8]1[CH:13]=[CH:12][CH:11]=[CH:10][CH:9]=1. The catalyst is O1CCCC1. The product is [CH2:7]([N:15]1[CH2:28][CH2:27][C:26]2[C:25]3[C:24]([C:29]4[CH:34]=[CH:33][CH:32]=[CH:31][C:30]=4[F:35])=[CH:23][CH:22]=[CH:21][C:20]=3[NH:19][C:18]=2[CH2:17][CH2:16]1)[C:8]1[CH:9]=[CH:10][CH:11]=[CH:12][CH:13]=1. The yield is 0.630.